Dataset: Reaction yield outcomes from USPTO patents with 853,638 reactions. Task: Predict the reaction yield, written as a fraction of the theoretical maximum amount of product (1.0 means a 100% yield; for example, 0.34 means a 34% yield). (1) The reactants are [Br:1][C:2]1[CH:8]=[CH:7][CH:6]=[C:5]([Br:9])[C:3]=1[NH2:4].[CH:10](=O)[C:11]1[C:12](=[CH:14][CH:15]=[CH:16][CH:17]=1)[OH:13].C(N(CC)CC)C. The catalyst is C1(C)C=CC=CC=1.C1(C)C=CC(S(O)(=O)=O)=CC=1. The product is [Br:1][C:2]1[CH:8]=[CH:7][CH:6]=[C:5]([Br:9])[C:3]=1[N:4]=[CH:10][C:11]1[CH:17]=[CH:16][CH:15]=[CH:14][C:12]=1[OH:13]. The yield is 1.00. (2) The reactants are [C:1]([CH2:3][CH2:4][CH2:5][CH2:6][CH2:7][CH2:8][CH2:9][CH2:10][CH2:11][CH2:12][CH2:13][CH2:14][CH2:15][CH2:16][CH2:17][CH2:18][CH2:19][CH3:20])#[N:2].N[C:22]1[C:27]([OH:28])=[CH:26][CH:25]=[CH:24][N:23]=1. No catalyst specified. The product is [O:28]1[C:27]2[C:22](=[N:23][CH:24]=[CH:25][CH:26]=2)[N:2]=[C:1]1[CH2:3][CH2:4][CH2:5][CH2:6][CH2:7][CH2:8][CH2:9][CH2:10][CH2:11][CH2:12][CH2:13][CH2:14][CH2:15][CH2:16][CH2:17][CH2:18][CH2:19][CH3:20]. The yield is 0.300. (3) The yield is 0.967. The product is [Cl:1][C:2]1[CH:7]=[C:6]([N+:8]([O-:10])=[O:9])[CH:5]=[C:4]([Cl:11])[C:3]=1[S:25][C:19]1[CH:24]=[CH:23][CH:22]=[CH:21][CH:20]=1. The catalyst is CN(C)C=O. The reactants are [Cl:1][C:2]1[CH:7]=[C:6]([N+:8]([O-:10])=[O:9])[CH:5]=[C:4]([Cl:11])[C:3]=1F.C(=O)([O-])[O-].[K+].[K+].[C:19]1([SH:25])[CH:24]=[CH:23][CH:22]=[CH:21][CH:20]=1. (4) The reactants are Cl[C:2]1[C:7]([CH3:8])=[CH:6][C:5]([N+:9]([O-:11])=[O:10])=[CH:4][N:3]=1.[CH3:12][OH:13].C[O-].[Na+]. The catalyst is C(=O)=O.C(O)(C)C. The product is [CH3:12][O:13][C:2]1[C:7]([CH3:8])=[CH:6][C:5]([N+:9]([O-:11])=[O:10])=[CH:4][N:3]=1. The yield is 0.970. (5) The reactants are [Cl:1][C:2]1[CH:7]=[CH:6][CH:5]=[CH:4][C:3]=1[C:8]1[CH:19]=[C:18]2[C:14]([CH:15]=[CH:16][N:17]2[CH2:20][CH2:21][CH2:22][O:23][CH3:24])=[C:13]2[C:9]=1[C:10](=[O:26])[NH:11][C:12]2=[O:25].[Br:27]Br.C(Cl)(Cl)Cl.C(=O)=O.S([O-])([O-])(=O)=S.[Na+].[Na+]. The catalyst is C(Cl)(Cl)Cl.ClCCl. The product is [Br:27][C:15]1[C:14]2[C:18](=[CH:19][C:8]([C:3]3[CH:4]=[CH:5][CH:6]=[CH:7][C:2]=3[Cl:1])=[C:9]3[C:13]=2[C:12](=[O:25])[NH:11][C:10]3=[O:26])[N:17]([CH2:20][CH2:21][CH2:22][O:23][CH3:24])[CH:16]=1. The yield is 0.940.